Dataset: Experimentally validated miRNA-target interactions with 360,000+ pairs, plus equal number of negative samples. Task: Binary Classification. Given a miRNA mature sequence and a target amino acid sequence, predict their likelihood of interaction. (1) The protein sequence of the target gene is MLCYVTRPDAVLMEVEVEAKANGEDCLNQVCRRLGIIEVDYFGLQFTGSKGESLWLNLRNRISQQMDGLAPYRLKLRVKFFVEPHLILQEQTRHIFFLHIKESLLAGHLQCSPEQAVELSALLAQTKFGDYNQNTAQYSYEDLCEKELSSSTLNSIVAKHKELEGISQASAEYQVLQIVSAMENYGIEWHAVRDSEGQKLLIGVGPEGISICKEDFSPINRIAYPVVQMATQSGKNVYLTVTKESGNSIVLLFKMISTRAASGLYRAITETHAFYRCDTVTSAVMMQYSRDLKGHLASLF.... Result: 1 (interaction). The miRNA is mmu-miR-3085-3p with sequence UCUGGCUGCUAUGGCCCCCUC. (2) The miRNA is hsa-miR-513b-5p with sequence UUCACAAGGAGGUGUCAUUUAU. The protein sequence of the target gene is MDSVVFEDVAVDFTLEEWALLDSAQRDLYRDVMLETFQNLASVDDETQFKASGSVSQQDIYGEKIPKESKIATFTRNVSWASVLGKIWDSLSIEDQTTNQGRNLSRNHGLERLCESNDQCGEALSQIPHLNLYKKIPPGVKQYEYNTYGKVFMHRRTSLKSPITVHTGHKPYQCQECGQAYSCRSHLRMHVRTHNGERPYVCKLCGKTFPRTSSLNRHVRIHTAEKTYECKQCGKAFIDFSSLTSHLRSHTGEKPYKCKECGKAFSYSSTFRRHTITHTGEKPYKCKECAEAFSYSSTFR.... Result: 1 (interaction). (3) The miRNA is hsa-miR-218-5p with sequence UUGUGCUUGAUCUAACCAUGU. The protein sequence of the target gene is MALRHLALLAGLLVGVASKSMENTVTRNSTAVINTQAEGTLSPPGLSSLPVVREWALTHTAQLPECCVDVVGVNASCPGASLCGPGCYRRWNADGSASCVRCGNGTLPAYNGSECRSFAGPGAPFPMNRSSGTPGRPHPGAPRVAASLFLGTFFISSGLILSVAGFFYLKRSSKLPRACYRRNKAPALQPGEAAAMIPPPQSSGNSSCRIPLWGFPSLGQSQGALWVCPQTGLPGSGSRPPLPGSPGDPPTRQGQGRIWLVPPALDLSWIWPAPPARPPLIPVTSMLFPVPETWGLQERR.... Result: 1 (interaction). (4) The miRNA is hsa-miR-4699-3p with sequence AAUUUACUCUGCAAUCUUCUCC. The protein sequence of the target gene is MNTMYVMMAQILRSHLIKATVIPNRVKMLPYFGIIRNRMMSTHKSKKKIREYYRLLNVEEGCSADEVRESFHKLAKQYHPDSGSNTADSATFIRIEKAYRKVLSHVIEQTNASQSKGEEEEDVEKFKYKTPQHRHYLSFEGIGFGTPTQREKHYRQFRADRAAEQVMEYQKQKLQSQYFPDSVIVKNIRQSKQQKITQAIERLVEDLIQESMAKGDFDNLSGKGKPLKKFSDCSYIDPMTHNLNRILIDNGYQPEWILKQKEISDTIEQLREAILVSRKKLGNPMTPTEKKQWNHVCEQF.... Result: 1 (interaction). (5) The miRNA is rno-miR-193a-3p with sequence AACUGGCCUACAAAGUCCCAGU. The protein sequence of the target gene is MLRFLRRTFGRRSMQRYARGAAGRGAAGLGDERDGGPRGGPAAAASSSALPAAPGGSVFPAGGGPLLTGGAAVHISAAGAAKATLYCRVFLLDGTEVSVDLPKHAKGQDLFDQIVYHLDLVETDYFGLQFLDSAQVAHWLDHAKPIKKQMKIGPAYALHFRVKYYSSEPNNLREEFTRYLFVLQLRHDILSGKLKCPYETAVELAALCLQAELGECELPEHTPELVSEFRFIPNQTEAMEFDIFQRWKECRGKSPAQAELSYLNKAKWLEMYGVDMHVVRGRDGCEYSLGLTPTGILIFE.... Result: 0 (no interaction).